This data is from Catalyst prediction with 721,799 reactions and 888 catalyst types from USPTO. The task is: Predict which catalyst facilitates the given reaction. Reactant: [N+:1]([C:4]1[CH:5]=[C:6]([CH:9]=[CH:10][CH:11]=1)[CH:7]=O)([O-:3])=[O:2].O=[C:13]([CH3:20])[CH2:14][C:15]([O:17][CH2:18][CH3:19])=[O:16].[NH3:21]. Product: [CH3:20][C:13]1[NH:21][C:13]([CH3:20])=[C:14]([C:15]([O:17][CH2:18][CH3:19])=[O:16])[CH:7]([C:6]2[CH:9]=[CH:10][CH:11]=[C:4]([N+:1]([O-:3])=[O:2])[CH:5]=2)[C:14]=1[C:15]([O:17][CH2:18][CH3:19])=[O:16]. The catalyst class is: 8.